Task: Predict the reaction yield, written as a fraction of the theoretical maximum amount of product (1.0 means a 100% yield; for example, 0.34 means a 34% yield).. Dataset: Reaction yield outcomes from USPTO patents with 853,638 reactions (1) The reactants are [C-:1]1([C:6](Cl)=[O:7])[CH:5]=[CH:4][CH:3]=[CH:2]1.[CH-:9]1[CH:13]=[CH:12][CH:11]=[CH:10]1.[Fe+2:14].CN(C1C=CC=CN=1)C.[NH2:24][C:25]1[CH:34]=[CH:33][C:28]2[N:29]=[C:30]([CH3:32])[S:31][C:27]=2[CH:26]=1.O. The catalyst is N1C=CC=CC=1. The product is [CH3:32][C:30]1[S:31][C:27]2[CH:26]=[C:25]([NH:24][C:6]([C-:1]3[CH:5]=[CH:4][CH:3]=[CH:2]3)=[O:7])[CH:34]=[CH:33][C:28]=2[N:29]=1.[CH-:9]1[CH:13]=[CH:12][CH:11]=[CH:10]1.[Fe+2:14]. The yield is 0.670. (2) The reactants are [C:1]([O:5][C:6](=[O:35])[N:7]([C@@H:10]1[CH2:15][CH2:14][CH2:13][C@@H:12]([S:16]CC2C(C)=CC(C)=CC=2C)[C@@H:11]1[O:27][Si:28]([C:31]([CH3:34])([CH3:33])[CH3:32])([CH3:30])[CH3:29])[CH2:8][CH3:9])([CH3:4])([CH3:3])[CH3:2].N.[Na].[Cl-].[NH4+]. The catalyst is O1CCCC1. The product is [C:1]([O:5][C:6](=[O:35])[N:7]([C@@H:10]1[CH2:15][CH2:14][CH2:13][C@@H:12]([SH:16])[C@@H:11]1[O:27][Si:28]([C:31]([CH3:34])([CH3:33])[CH3:32])([CH3:29])[CH3:30])[CH2:8][CH3:9])([CH3:3])([CH3:2])[CH3:4]. The yield is 1.00. (3) The reactants are [N+:1]([C:4]1[CH:11]=[CH:10][C:7]([CH2:8][OH:9])=[CH:6][CH:5]=1)([O-:3])=[O:2].C1(P(C2C=CC=CC=2)C2C=CC=CC=2)C=CC=CC=1.[F:31][C:32]1[CH:33]=[C:34](O)[CH:35]=[CH:36][CH:37]=1. The catalyst is O1CCCC1. The product is [N+:1]([C:4]1[CH:5]=[CH:6][C:7]([CH2:8][O:9][C:36]2[CH:35]=[CH:34][CH:33]=[C:32]([F:31])[CH:37]=2)=[CH:10][CH:11]=1)([O-:3])=[O:2]. The yield is 0.780. (4) The catalyst is C1COCC1. The reactants are [C:1]([O:5][C:6]([NH:8][C@@H:9]([CH2:47][C:48]1[CH:53]=[CH:52][CH:51]=[CH:50][CH:49]=1)[C@@H:10]([O:39][Si](C(C)(C)C)(C)C)[CH2:11][C@@H:12]([NH:28][C:29](=[O:38])[O:30][CH2:31][C:32]1[CH:37]=[CH:36][CH:35]=[CH:34][CH:33]=1)[CH2:13][C:14]1[CH:19]=[CH:18][C:17]([C:20]2[CH:25]=[CH:24][CH:23]=[C:22]([O:26][CH3:27])[N:21]=2)=[CH:16][CH:15]=1)=O)([CH3:4])([CH3:3])[CH3:2].CCCC[N+](CCCC)(CCCC)CCCC.[F-]. The product is [C:1]([O:5][CH2:6][NH:8][C@@H:9]([CH2:47][C:48]1[CH:53]=[CH:52][CH:51]=[CH:50][CH:49]=1)[C@@H:10]([OH:39])[CH2:11][C@@H:12]([NH:28][C:29](=[O:38])[O:30][CH2:31][C:32]1[CH:37]=[CH:36][CH:35]=[CH:34][CH:33]=1)[CH2:13][C:14]1[CH:19]=[CH:18][C:17]([C:20]2[CH:25]=[CH:24][CH:23]=[C:22]([O:26][CH3:27])[N:21]=2)=[CH:16][CH:15]=1)([CH3:4])([CH3:2])[CH3:3]. The yield is 0.310. (5) The reactants are [NH2:1][C@@H:2]1[C:11]2[C:6](=[CH:7][CH:8]=[CH:9][CH:10]=2)[C@H:5]([OH:12])[CH2:4][CH2:3]1.[H-].[Na+].[C:15]([C:17]1[CH:22]=[CH:21][C:20](F)=[CH:19][N:18]=1)#[N:16]. The catalyst is CN(C=O)C. The product is [NH2:1][C@@H:2]1[C:11]2[C:6](=[CH:7][CH:8]=[CH:9][CH:10]=2)[C@H:5]([O:12][C:20]2[CH:21]=[CH:22][C:17]([C:15]#[N:16])=[N:18][CH:19]=2)[CH2:4][CH2:3]1. The yield is 0.520. (6) The reactants are [NH2:1][C:2]1[N:7]=[N:6][C:5]([N:8]2[CH2:13][CH2:12][N:11]([C:14]([C:16]3[CH:21]=[CH:20][CH:19]=[CH:18][C:17]=3[C:22]([F:25])([F:24])[F:23])=[O:15])[CH2:10][CH2:9]2)=[CH:4][CH:3]=1.C(N(C(C)C)CC)(C)C.O.ON1C2C=CC=CC=2N=N1.CN(C)CCCN=C=NCC.[CH2:57]([O:64][CH2:65][C:66](O)=[O:67])[C:58]1[CH:63]=[CH:62][CH:61]=[CH:60][CH:59]=1. The catalyst is ClCCl. The product is [CH2:57]([O:64][CH2:65][C:66]([NH:1][C:2]1[N:7]=[N:6][C:5]([N:8]2[CH2:9][CH2:10][N:11]([C:14](=[O:15])[C:16]3[CH:21]=[CH:20][CH:19]=[CH:18][C:17]=3[C:22]([F:25])([F:24])[F:23])[CH2:12][CH2:13]2)=[CH:4][CH:3]=1)=[O:67])[C:58]1[CH:63]=[CH:62][CH:61]=[CH:60][CH:59]=1. The yield is 0.890. (7) The reactants are [NH2:1][C:2]1[C:6]([C:7]([O:9][CH2:10][CH:11]=[CH2:12])=[O:8])=[C:5]([NH2:13])[NH:4][N:3]=1.CO[CH:16](OC)[CH:17]([CH:21](OC)OC)[CH2:18][C:19]#[N:20].ClC1C=CC2N=NN(OC(=[N+](C)C)N(C)C)C=2C=1.C([O-])(O)=O.[Na+]. The catalyst is CS(C)=O.O.CCOC(C)=O. The product is [NH2:13][C:5]1[C:6]([C:7]([O:9][CH2:10][CH:11]=[CH2:12])=[O:8])=[C:2]2[N:1]=[CH:16][C:17]([CH2:18][C:19]#[N:20])=[CH:21][N:3]2[N:4]=1. The yield is 0.620.